From a dataset of Full USPTO retrosynthesis dataset with 1.9M reactions from patents (1976-2016). Predict the reactants needed to synthesize the given product. (1) Given the product [C:1]1([CH2:7][CH2:8][CH2:9][CH2:10][CH2:11][CH2:12][CH2:13][CH2:14][NH:15][C:24](=[O:23])[C:25]2[CH:26]=[C:27]([C:42]3[CH:47]=[CH:46][CH:45]=[C:44]([Cl:48])[CH:43]=3)[C:28]([O:38][CH2:39][CH2:40][OH:41])=[C:29]([C:31]3[CH:36]=[CH:35][CH:34]=[C:33]([Cl:37])[CH:32]=3)[CH:30]=2)[CH:6]=[CH:5][CH:4]=[CH:3][CH:2]=1, predict the reactants needed to synthesize it. The reactants are: [C:1]1([CH2:7][CH2:8][CH2:9][CH2:10][CH2:11][CH2:12][CH2:13][CH2:14][NH2:15])[CH:6]=[CH:5][CH:4]=[CH:3][CH:2]=1.[Li]CCCC.C([O:23][C:24](=O)[C:25]1[CH:30]=[C:29]([C:31]2[CH:36]=[CH:35][CH:34]=[C:33]([Cl:37])[CH:32]=2)[C:28]([O:38][CH2:39][CH2:40][OH:41])=[C:27]([C:42]2[CH:47]=[CH:46][CH:45]=[C:44]([Cl:48])[CH:43]=2)[CH:26]=1)C. (2) Given the product [F:21][C:2]([F:1])([F:20])[C:3]([C:5]1[C:6]([C:14]2[CH:19]=[CH:18][CH:17]=[CH:16][CH:15]=2)=[C:7]2[N:11]([C:12]=1[CH3:13])[CH2:10][CH2:9][CH2:8]2)([OH:4])[C:23]([F:25])([F:24])[F:22], predict the reactants needed to synthesize it. The reactants are: [F:1][C:2]([F:21])([F:20])[C:3]([C:5]1[C:6]([C:14]2[CH:19]=[CH:18][CH:17]=[CH:16][CH:15]=2)=[C:7]2[N:11]([C:12]=1[CH3:13])[CH2:10][CH2:9][CH2:8]2)=[O:4].[F:22][C:23]([Si](C)(C)C)([F:25])[F:24].[F-].C([N+](CCCC)(CCCC)CCCC)CCC.[OH-].[Na+]. (3) Given the product [C:1]1(=[O:7])[CH2:6][CH2:5][CH2:4][CH2:3][CH2:2]1.[CH:10]1([OH:19])[CH2:11][CH2:14][CH2:15][CH2:16][CH2:17]1.[C:12]([O:13][CH:1]1[CH2:6][CH2:5][CH2:4][CH2:3][CH2:2]1)(=[O:19])[CH3:11], predict the reactants needed to synthesize it. The reactants are: [CH2:1]1[CH2:6][CH2:5][CH2:4][CH2:3][CH2:2]1.[OH:7]N1[C:12](=[O:13])[C:11]2=[CH:14][CH:15]=[CH:16][CH:17]=[C:10]2C1=O.[O:19]=O.N#N. (4) Given the product [CH2:15]([O:14][C:12](=[O:13])[CH:11]([N:6]([C:5]1[CH:8]=[CH:9][C:2]([F:1])=[CH:3][CH:4]=1)[CH3:7])[C:17]1[CH:22]=[CH:21][CH:20]=[CH:19][CH:18]=1)[CH3:16], predict the reactants needed to synthesize it. The reactants are: [F:1][C:2]1[CH:9]=[CH:8][C:5]([NH:6][CH3:7])=[CH:4][CH:3]=1.Br[CH:11]([C:17]1[CH:22]=[CH:21][CH:20]=[CH:19][CH:18]=1)[C:12]([O:14][CH2:15][CH3:16])=[O:13].CCN(C(C)C)C(C)C. (5) Given the product [CH2:17]([O:16][CH2:15][CH2:14][C@H:13]([C:9]1[N:10]([S:44]([C:41]2[CH:42]=[CH:43][C:38]([CH3:48])=[CH:39][CH:40]=2)(=[O:46])=[O:45])[CH:11]=[CH:12][C:8]=1[C:6]([O:5][C:1]([CH3:4])([CH3:3])[CH3:2])=[O:7])[NH:24][C:25]([O:27][C:28]([CH3:31])([CH3:30])[CH3:29])=[O:26])[C:18]1[CH:23]=[CH:22][CH:21]=[CH:20][CH:19]=1, predict the reactants needed to synthesize it. The reactants are: [C:1]([O:5][C:6]([C:8]1[CH:12]=[CH:11][NH:10][C:9]=1[C@H:13]([NH:24][C:25]([O:27][C:28]([CH3:31])([CH3:30])[CH3:29])=[O:26])[CH2:14][CH2:15][O:16][CH2:17][C:18]1[CH:23]=[CH:22][CH:21]=[CH:20][CH:19]=1)=[O:7])([CH3:4])([CH3:3])[CH3:2].CC(C)([O-])C.[Na+].[C:38]1([CH3:48])[CH:43]=[CH:42][C:41]([S:44](Cl)(=[O:46])=[O:45])=[CH:40][CH:39]=1.O.